From a dataset of Full USPTO retrosynthesis dataset with 1.9M reactions from patents (1976-2016). Predict the reactants needed to synthesize the given product. (1) Given the product [CH3:30][O:29][C:19]1[CH:18]=[C:17]([C:14]2[N:10]3[CH2:11][CH2:12][CH2:13][CH:8]([C:5]4[CH:4]=[CH:3][C:2]([N:31]5[CH2:36][CH2:35][O:34][CH2:33][CH2:32]5)=[CH:7][CH:6]=4)[C:9]3=[N:16][N:15]=2)[CH:22]=[CH:21][C:20]=1[C:23]1[O:27][C:26]([CH3:28])=[N:25][CH:24]=1, predict the reactants needed to synthesize it. The reactants are: Br[C:2]1[CH:7]=[CH:6][C:5]([CH:8]2[CH2:13][CH2:12][CH2:11][N:10]3[C:14]([C:17]4[CH:22]=[CH:21][C:20]([C:23]5[O:27][C:26]([CH3:28])=[N:25][CH:24]=5)=[C:19]([O:29][CH3:30])[CH:18]=4)=[N:15][N:16]=[C:9]23)=[CH:4][CH:3]=1.[NH:31]1[CH2:36][CH2:35][O:34][CH2:33][CH2:32]1.C1(P(C2CCCCC2)C2C=CC=CC=2C2C=CC=CC=2N(C)C)CCCCC1.CC(C)([O-])C.[Na+]. (2) Given the product [F:40][C:38]1[CH:37]=[CH:36][C:35]([CH3:41])=[C:34]([CH:39]=1)[O:33][C:17]1[N:18]([C:27]2[CH:28]=[CH:29][CH:30]=[CH:31][CH:32]=2)[C:19]2[C:24]([C:16]=1[C:14]([N:11]1[CH2:10][CH2:9][NH:8][CH2:13][CH2:12]1)=[O:15])=[CH:23][CH:22]=[C:21]([C:25]#[N:26])[CH:20]=2, predict the reactants needed to synthesize it. The reactants are: C(OC([N:8]1[CH2:13][CH2:12][N:11]([C:14]([C:16]2[C:24]3[C:19](=[CH:20][C:21]([C:25]#[N:26])=[CH:22][CH:23]=3)[N:18]([C:27]3[CH:32]=[CH:31][CH:30]=[CH:29][CH:28]=3)[C:17]=2[O:33][C:34]2[CH:39]=[C:38]([F:40])[CH:37]=[CH:36][C:35]=2[CH3:41])=[O:15])[CH2:10][CH2:9]1)=O)(C)(C)C.C(O)(C(F)(F)F)=O. (3) Given the product [CH3:30][O:31][CH2:32][C:33]([CH3:37])([CH3:36])[CH2:34][NH:35][C:15]([C:14]1[CH:18]=[CH:19][N:20]=[CH:21][C:13]=1[NH:12][C:10]([C:8]1[C:7]([NH:22][C:23]2[CH:24]=[N:25][CH:26]=[N:27][CH:28]=2)=[N:6][CH:5]=[C:4]([CH:1]2[CH2:2][CH2:3]2)[N:9]=1)=[O:11])=[O:16], predict the reactants needed to synthesize it. The reactants are: [CH:1]1([C:4]2[N:9]=[C:8]([C:10]([NH:12][C:13]3[CH:21]=[N:20][CH:19]=[CH:18][C:14]=3[C:15](O)=[O:16])=[O:11])[C:7]([NH:22][C:23]3[CH:24]=[N:25][CH:26]=[N:27][CH:28]=3)=[N:6][CH:5]=2)[CH2:3][CH2:2]1.Cl.[CH3:30][O:31][CH2:32][C:33]([CH3:37])([CH3:36])[CH2:34][NH2:35]. (4) Given the product [O:33]1[CH2:32][CH:31]=[C:30]([C:2]2[N:7]=[C:6]([C:8]3[CH:13]=[CH:12][C:11]([N+:14]([O-:16])=[O:15])=[CH:10][CH:9]=3)[N:5]=[C:4]([N:17]3[CH:18]4[CH2:24][CH2:23][CH:22]3[CH2:21][O:20][CH2:19]4)[CH:3]=2)[CH2:35][CH2:34]1, predict the reactants needed to synthesize it. The reactants are: Cl[C:2]1[N:7]=[C:6]([C:8]2[CH:13]=[CH:12][C:11]([N+:14]([O-:16])=[O:15])=[CH:10][CH:9]=2)[N:5]=[C:4]([N:17]2[CH:22]3[CH2:23][CH2:24][CH:18]2[CH2:19][O:20][CH2:21]3)[CH:3]=1.C([Sn](CCCC)(CCCC)[C:30]1[CH2:31][CH2:32][O:33][CH2:34][CH:35]=1)CCC. (5) Given the product [NH2:19][C:14]1[CH:15]=[CH:16][C:17]([O:9][C:5]2[CH:4]=[C:3]([CH:8]=[CH:7][CH:6]=2)[N:2]([CH3:10])[CH3:1])=[C:12]([Cl:11])[CH:13]=1, predict the reactants needed to synthesize it. The reactants are: [CH3:1][N:2]([CH3:10])[C:3]1[CH:4]=[C:5]([OH:9])[CH:6]=[CH:7][CH:8]=1.[Cl:11][C:12]1[CH:13]=[C:14]([N+:19]([O-])=O)[CH:15]=[CH:16][C:17]=1F.C(=O)([O-])[O-].[K+].[K+].ClC1C=C([N+]([O-])=O)C=CC=1OC1C=C(C=CC=1)C(NC(C)(C(O)=O)C)=O. (6) Given the product [NH2:40][C:27]1[CH2:26][O:25][CH2:24][C:23]([C:21]2[CH:22]=[C:17]([NH:16][C:11]([C:8]3[CH:7]=[CH:6][C:5]([O:4][CH2:3][C:2]([F:1])([F:15])[F:14])=[CH:10][N:9]=3)=[O:13])[CH:18]=[CH:19][C:20]=2[F:33])([CH:30]2[CH2:32][CH2:31]2)[N:28]=1, predict the reactants needed to synthesize it. The reactants are: [F:1][C:2]([F:15])([F:14])[CH2:3][O:4][C:5]1[CH:6]=[CH:7][C:8]([C:11]([OH:13])=O)=[N:9][CH:10]=1.[NH2:16][C:17]1[CH:18]=[CH:19][C:20]([F:33])=[C:21]([C:23]2([CH:30]3[CH2:32][CH2:31]3)[NH:28][C:27](=S)[CH2:26][O:25][CH2:24]2)[CH:22]=1.C(OO)(C)(C)C.[NH3:40].